Dataset: Catalyst prediction with 721,799 reactions and 888 catalyst types from USPTO. Task: Predict which catalyst facilitates the given reaction. (1) Reactant: Br[C:2]1[CH:7]=[C:6]([CH2:8][NH:9][C:10]2[CH:28]=[CH:27][CH:26]=[CH:25][C:11]=2[C:12]([NH:14][C:15]2[N:16]=[CH:17][C:18]3[C:23]([CH:24]=2)=[CH:22][CH:21]=[CH:20][CH:19]=3)=[O:13])[CH:5]=[CH:4][N:3]=1.C(=O)([O-])[O-].[Cs+].[Cs+].[C:35]([NH2:40])(=[O:39])[CH2:36][CH2:37][CH3:38].CC1(C)C2C(=C(P(C3C=CC=CC=3)C3C=CC=CC=3)C=CC=2)OC2C(P(C3C=CC=CC=3)C3C=CC=CC=3)=CC=CC1=2. Product: [C:35]([NH:40][C:2]1[CH:7]=[C:6]([CH2:8][NH:9][C:10]2[CH:28]=[CH:27][CH:26]=[CH:25][C:11]=2[C:12]([NH:14][C:15]2[N:16]=[CH:17][C:18]3[C:23]([CH:24]=2)=[CH:22][CH:21]=[CH:20][CH:19]=3)=[O:13])[CH:5]=[CH:4][N:3]=1)(=[O:39])[CH2:36][CH2:37][CH3:38]. The catalyst class is: 258. (2) Reactant: [N:1]1[C:10]2[C:5](=[CH:6][CH:7]=[CH:8][CH:9]=2)[CH:4]=[CH:3][C:2]=1[CH2:11][O:12][C:13]1[CH:21]=[CH:20][C:16]([C:17]([OH:19])=O)=[CH:15][CH:14]=1.C(N(CC)CC)C.Cl.[CH3:30][O:31][NH:32][CH3:33]. Product: [CH3:30][O:31][N:32]([CH3:33])[C:17](=[O:19])[C:16]1[CH:15]=[CH:14][C:13]([O:12][CH2:11][C:2]2[CH:3]=[CH:4][C:5]3[C:10](=[CH:9][CH:8]=[CH:7][CH:6]=3)[N:1]=2)=[CH:21][CH:20]=1. The catalyst class is: 309.